Predict the reactants needed to synthesize the given product. From a dataset of Full USPTO retrosynthesis dataset with 1.9M reactions from patents (1976-2016). Given the product [NH2:1][C:2](=[S:29])[CH2:3][CH2:4][C:5]1[CH:10]=[CH:9][N:8]=[C:7]([NH:11][C:12](=[O:18])[O:13][C:14]([CH3:17])([CH3:16])[CH3:15])[CH:6]=1, predict the reactants needed to synthesize it. The reactants are: [NH2:1][C:2](=O)[CH2:3][CH2:4][C:5]1[CH:10]=[CH:9][N:8]=[C:7]([NH:11][C:12](=[O:18])[O:13][C:14]([CH3:17])([CH3:16])[CH3:15])[CH:6]=1.COC1C=CC(P2(SP(C3C=CC(OC)=CC=3)(=S)S2)=[S:29])=CC=1.